The task is: Predict the product of the given reaction.. This data is from Forward reaction prediction with 1.9M reactions from USPTO patents (1976-2016). Given the reactants [CH3:1][C:2]1[CH:7]=[CH:6][CH:5]=[C:4]([CH2:8][CH2:9][O:10][C:11]2[CH:16]=[CH:15][CH:14]=[CH:13][CH:12]=2)[N:3]=1, predict the reaction product. The product is: [CH3:1][CH:2]1[CH2:7][CH2:6][CH2:5][CH:4]([CH2:8][CH2:9][O:10][C:11]2[CH:16]=[CH:15][CH:14]=[CH:13][CH:12]=2)[NH:3]1.